This data is from NCI-60 drug combinations with 297,098 pairs across 59 cell lines. The task is: Regression. Given two drug SMILES strings and cell line genomic features, predict the synergy score measuring deviation from expected non-interaction effect. (1) Drug 1: COC1=NC(=NC2=C1N=CN2C3C(C(C(O3)CO)O)O)N. Drug 2: CC(C)CN1C=NC2=C1C3=CC=CC=C3N=C2N. Cell line: SW-620. Synergy scores: CSS=1.03, Synergy_ZIP=0.887, Synergy_Bliss=2.58, Synergy_Loewe=0.681, Synergy_HSA=0.869. (2) Drug 1: CCC1=CC2CC(C3=C(CN(C2)C1)C4=CC=CC=C4N3)(C5=C(C=C6C(=C5)C78CCN9C7C(C=CC9)(C(C(C8N6C)(C(=O)OC)O)OC(=O)C)CC)OC)C(=O)OC.C(C(C(=O)O)O)(C(=O)O)O. Drug 2: CC1=CC=C(C=C1)C2=CC(=NN2C3=CC=C(C=C3)S(=O)(=O)N)C(F)(F)F. Cell line: NCIH23. Synergy scores: CSS=50.4, Synergy_ZIP=0.273, Synergy_Bliss=4.33, Synergy_Loewe=6.24, Synergy_HSA=6.89. (3) Drug 1: COC1=CC(=CC(=C1O)OC)C2C3C(COC3=O)C(C4=CC5=C(C=C24)OCO5)OC6C(C(C7C(O6)COC(O7)C8=CC=CS8)O)O. Drug 2: CCC1(C2=C(COC1=O)C(=O)N3CC4=CC5=C(C=CC(=C5CN(C)C)O)N=C4C3=C2)O.Cl. Cell line: SR. Synergy scores: CSS=84.9, Synergy_ZIP=0.713, Synergy_Bliss=0.155, Synergy_Loewe=0.400, Synergy_HSA=3.58. (4) Drug 1: CN(C)C1=NC(=NC(=N1)N(C)C)N(C)C. Drug 2: CC1C(C(CC(O1)OC2CC(OC(C2O)C)OC3=CC4=CC5=C(C(=O)C(C(C5)C(C(=O)C(C(C)O)O)OC)OC6CC(C(C(O6)C)O)OC7CC(C(C(O7)C)O)OC8CC(C(C(O8)C)O)(C)O)C(=C4C(=C3C)O)O)O)O. Cell line: CAKI-1. Synergy scores: CSS=12.1, Synergy_ZIP=8.61, Synergy_Bliss=8.42, Synergy_Loewe=12.7, Synergy_HSA=11.0. (5) Drug 1: CCC1=CC2CC(C3=C(CN(C2)C1)C4=CC=CC=C4N3)(C5=C(C=C6C(=C5)C78CCN9C7C(C=CC9)(C(C(C8N6C)(C(=O)OC)O)OC(=O)C)CC)OC)C(=O)OC.C(C(C(=O)O)O)(C(=O)O)O. Drug 2: CC1=C2C(C(=O)C3(C(CC4C(C3C(C(C2(C)C)(CC1OC(=O)C(C(C5=CC=CC=C5)NC(=O)OC(C)(C)C)O)O)OC(=O)C6=CC=CC=C6)(CO4)OC(=O)C)O)C)O. Cell line: HCT-15. Synergy scores: CSS=19.6, Synergy_ZIP=-2.96, Synergy_Bliss=2.49, Synergy_Loewe=2.73, Synergy_HSA=2.32.